Dataset: Peptide-MHC class I binding affinity with 185,985 pairs from IEDB/IMGT. Task: Regression. Given a peptide amino acid sequence and an MHC pseudo amino acid sequence, predict their binding affinity value. This is MHC class I binding data. (1) The peptide sequence is MTNRQFHQK. The MHC is HLA-B15:01 with pseudo-sequence HLA-B15:01. The binding affinity (normalized) is 0.0847. (2) The peptide sequence is FLRGRAYGI. The MHC is HLA-B45:01 with pseudo-sequence HLA-B45:01. The binding affinity (normalized) is 0. (3) The peptide sequence is FTNAALRNL. The MHC is H-2-Db with pseudo-sequence H-2-Db. The binding affinity (normalized) is 0. (4) The peptide sequence is KQGDVFYTA. The MHC is HLA-A02:01 with pseudo-sequence HLA-A02:01. The binding affinity (normalized) is 0.0847. (5) The peptide sequence is DTGNYILCY. The MHC is HLA-A32:01 with pseudo-sequence HLA-A32:01. The binding affinity (normalized) is 0.0647. (6) The peptide sequence is ATFSRPGSL. The MHC is HLA-A24:03 with pseudo-sequence HLA-A24:03. The binding affinity (normalized) is 0.0404.